Dataset: Forward reaction prediction with 1.9M reactions from USPTO patents (1976-2016). Task: Predict the product of the given reaction. (1) Given the reactants Br[C:2]1[CH:15]=[CH:14][C:13]2[O:12][C:11]3[C:6](=[CH:7][C:8]([C:16]4[CH:17]=[N:18][CH:19]=[N:20][CH:21]=4)=[CH:9][CH:10]=3)[C@@:5]3([CH2:25][O:24][C:23]([NH2:26])=[N:22]3)[C:4]=2[CH:3]=1.[N:27]1[CH:32]=[CH:31][CH:30]=[C:29](B(O)O)[CH:28]=1.C(=O)([O-])[O-].[K+].[K+].O1CCOCC1, predict the reaction product. The product is: [N:27]1[CH:32]=[CH:31][CH:30]=[C:29]([C:2]2[CH:15]=[CH:14][C:13]3[O:12][C:11]4[C:6](=[CH:7][C:8]([C:16]5[CH:17]=[N:18][CH:19]=[N:20][CH:21]=5)=[CH:9][CH:10]=4)[C@@:5]4([CH2:25][O:24][C:23]([NH2:26])=[N:22]4)[C:4]=3[CH:3]=2)[CH:28]=1. (2) The product is: [CH3:1][S:2]([CH2:4][CH2:5][C:6]1[C:7]([C:28]2[CH:33]=[CH:32][CH:31]=[CH:30][CH:29]=2)=[N:8][C:9]2[C:14]([C:15]=1[C:16]([NH:18][C@H:19]([C:22]1[CH:23]=[CH:24][CH:25]=[CH:26][CH:27]=1)[CH2:20][CH3:21])=[O:17])=[CH:13][CH:12]=[CH:11][CH:10]=2)(=[O:42])=[O:3]. Given the reactants [CH3:1][S:2]([CH2:4][CH2:5][C:6]1[C:7]([C:28]2[CH:33]=[CH:32][CH:31]=[CH:30][CH:29]=2)=[N:8][C:9]2[C:14]([C:15]=1[C:16]([NH:18][C@H:19]([C:22]1[CH:27]=[CH:26][CH:25]=[CH:24][CH:23]=1)[CH2:20][CH3:21])=[O:17])=[CH:13][CH:12]=[CH:11][CH:10]=2)=[O:3].C1C=C(Cl)C=C(C(OO)=[O:42])C=1.S([O-])([O-])(=O)=S.[Na+].[Na+].[OH-].[Na+], predict the reaction product. (3) The product is: [Cl:2][C:3]1[CH:23]=[C:22]([Cl:24])[CH:21]=[CH:20][C:4]=1[C:5]([NH:7][C@H:8]([C:10]1([C:14]2[CH:19]=[CH:18][CH:17]=[CH:16][N:15]=2)[CH2:13][N:12]([S:37]([CH2:34][CH2:35][CH3:36])(=[O:39])=[O:38])[CH2:11]1)[CH3:9])=[O:6]. Given the reactants Cl.[Cl:2][C:3]1[CH:23]=[C:22]([Cl:24])[CH:21]=[CH:20][C:4]=1[C:5]([NH:7][C@H:8]([C:10]1([C:14]2[CH:19]=[CH:18][CH:17]=[CH:16][N:15]=2)[CH2:13][NH:12][CH2:11]1)[CH3:9])=[O:6].CCN(C(C)C)C(C)C.[CH2:34]([S:37](Cl)(=[O:39])=[O:38])[CH2:35][CH3:36], predict the reaction product. (4) Given the reactants [Cl:1][C:2]1[CH:11]=[CH:10][C:5]([C:6]([O:8]C)=[O:7])=[CH:4][C:3]=1[C:12]1[NH:16][C:15]([CH3:17])=[N:14][C:13]=1[CH3:18].[OH-].[Na+], predict the reaction product. The product is: [Cl:1][C:2]1[CH:11]=[CH:10][C:5]([C:6]([OH:8])=[O:7])=[CH:4][C:3]=1[C:12]1[NH:16][C:15]([CH3:17])=[N:14][C:13]=1[CH3:18]. (5) Given the reactants [Cl:1][C:2]1[C:10]2[N:9]=[C:8]3[N:11]([C:14]4[C:19]([CH3:20])=[CH:18][C:17]([Cl:21])=[CH:16][C:15]=4[Cl:22])[CH2:12][CH2:13][N:7]3[C:6]=2[C:5]([CH:23]([OH:26])[CH2:24][CH3:25])=[CH:4][CH:3]=1.N1C=CC=CC=1.[C:33](OC(=O)C)(=[O:35])[CH3:34], predict the reaction product. The product is: [C:33]([O:26][CH:23]([C:5]1[C:6]2[N:7]3[CH2:13][CH2:12][N:11]([C:14]4[C:19]([CH3:20])=[CH:18][C:17]([Cl:21])=[CH:16][C:15]=4[Cl:22])[C:8]3=[N:9][C:10]=2[C:2]([Cl:1])=[CH:3][CH:4]=1)[CH2:24][CH3:25])(=[O:35])[CH3:34]. (6) Given the reactants [Br:1][C:2]1[C:3]([NH2:9])=[N:4][CH:5]=[C:6]([CH3:8])[N:7]=1.Cl[CH:11]([C:16](=O)[CH2:17][CH3:18])[C:12]([O:14][CH3:15])=[O:13], predict the reaction product. The product is: [CH3:15][O:14][C:12]([C:11]1[N:4]2[CH:5]=[C:6]([CH3:8])[N:7]=[C:2]([Br:1])[C:3]2=[N:9][C:16]=1[CH2:17][CH3:18])=[O:13]. (7) Given the reactants [NH2:1][C@@H:2]1[CH2:7][CH2:6][CH2:5][N:4]([C:8]([O:10][C:11]([CH3:14])([CH3:13])[CH3:12])=[O:9])[CH2:3]1.CCN(C(C)C)C(C)C.[C:24]([C:28]1[CH:36]=[CH:35][C:31]([C:32](Cl)=[O:33])=[CH:30][CH:29]=1)([CH3:27])([CH3:26])[CH3:25], predict the reaction product. The product is: [C:24]([C:28]1[CH:29]=[CH:30][C:31]([C:32]([NH:1][C@@H:2]2[CH2:7][CH2:6][CH2:5][N:4]([C:8]([O:10][C:11]([CH3:14])([CH3:13])[CH3:12])=[O:9])[CH2:3]2)=[O:33])=[CH:35][CH:36]=1)([CH3:27])([CH3:25])[CH3:26]. (8) Given the reactants Cl[CH2:2][CH2:3][O:4][C:5]1[CH:14]=[C:13]2[C:8]([C:9]([O:15][C:16]3[C:17]([C:26]([O:28][CH2:29][CH2:30][CH3:31])=[O:27])=[CH:18][C:19]4[C:24]([CH:25]=3)=[CH:23][CH:22]=[CH:21][CH:20]=4)=[CH:10][CH:11]=[N:12]2)=[CH:7][C:6]=1[O:32][CH3:33].C(=O)([O-])[O-].[K+].[K+].[NH:40]1[CH2:45][CH2:44][O:43][CH2:42][CH2:41]1.O, predict the reaction product. The product is: [CH3:33][O:32][C:6]1[CH:7]=[C:8]2[C:13](=[CH:14][C:5]=1[O:4][CH2:3][CH2:2][N:40]1[CH2:45][CH2:44][O:43][CH2:42][CH2:41]1)[N:12]=[CH:11][CH:10]=[C:9]2[O:15][C:16]1[C:17]([C:26]([O:28][CH2:29][CH2:30][CH3:31])=[O:27])=[CH:18][C:19]2[C:24]([CH:25]=1)=[CH:23][CH:22]=[CH:21][CH:20]=2. (9) Given the reactants [C:1](Cl)(=O)[C:2]([Cl:4])=[O:3].[NH:7]1[CH:11]=C(C(O)=O)[N:9]=[CH:8]1, predict the reaction product. The product is: [ClH:4].[NH:7]1[CH:11]=[C:1]([C:2]([Cl:4])=[O:3])[N:9]=[CH:8]1.